The task is: Predict the reactants needed to synthesize the given product.. This data is from Full USPTO retrosynthesis dataset with 1.9M reactions from patents (1976-2016). (1) Given the product [Cl:19][C:18]1[CH:17]=[CH:16][CH:15]=[C:14]([Cl:20])[C:13]=1/[CH:12]=[CH:11]/[C:7]1[CH:6]=[C:5]([CH2:4][CH:3]([OH:21])[CH2:2][NH:1][C:31](=[O:32])[O:33][C:34]([CH3:37])([CH3:36])[CH3:35])[CH:10]=[CH:9][CH:8]=1, predict the reactants needed to synthesize it. The reactants are: [NH2:1][CH2:2][C@@H:3]([OH:21])[CH2:4][C:5]1[CH:10]=[CH:9][CH:8]=[C:7](/[CH:11]=[CH:12]/[C:13]2[C:18]([Cl:19])=[CH:17][CH:16]=[CH:15][C:14]=2[Cl:20])[CH:6]=1.C(N(CC)C(C)C)(C)C.[C:31](O[C:31]([O:33][C:34]([CH3:37])([CH3:36])[CH3:35])=[O:32])([O:33][C:34]([CH3:37])([CH3:36])[CH3:35])=[O:32]. (2) Given the product [C:1]([CH2:3][C:4]1[CH:5]=[C:6]([NH:10][C:11]([C:13]2[O:14][C:15]([C:24]3[CH:23]=[CH:22][CH:21]=[C:20]([F:19])[CH:25]=3)=[CH:16][CH:17]=2)=[O:12])[CH:7]=[CH:8][CH:9]=1)#[N:2], predict the reactants needed to synthesize it. The reactants are: [C:1]([CH2:3][C:4]1[CH:5]=[C:6]([NH:10][C:11]([C:13]2[O:14][C:15](Br)=[CH:16][CH:17]=2)=[O:12])[CH:7]=[CH:8][CH:9]=1)#[N:2].[F:19][C:20]1[CH:21]=[C:22](B(O)O)[CH:23]=[CH:24][CH:25]=1. (3) Given the product [Cl:38][C:35]1[CH:34]=[CH:33][C:32]([C:29]2[S:30][CH:31]=[C:27]([CH2:26][S:24][C:6]3[C:7]([C:22]#[N:23])=[C:8]([C:12]4[CH:17]=[CH:16][C:15]([O:18][CH2:19][CH2:20][OH:21])=[CH:14][CH:13]=4)[C:9]([C:10]#[N:11])=[C:4]([O:3][CH2:1][CH3:2])[N:5]=3)[N:28]=2)=[CH:37][CH:36]=1, predict the reactants needed to synthesize it. The reactants are: [CH2:1]([O:3][C:4]1[C:9]([C:10]#[N:11])=[C:8]([C:12]2[CH:17]=[CH:16][C:15]([O:18][CH2:19][CH2:20][OH:21])=[CH:14][CH:13]=2)[C:7]([C:22]#[N:23])=[C:6]([SH:24])[N:5]=1)[CH3:2].Cl[CH2:26][C:27]1[N:28]=[C:29]([C:32]2[CH:37]=[CH:36][C:35]([Cl:38])=[CH:34][CH:33]=2)[S:30][CH:31]=1.C(=O)(O)[O-].[Na+].